Dataset: Full USPTO retrosynthesis dataset with 1.9M reactions from patents (1976-2016). Task: Predict the reactants needed to synthesize the given product. (1) Given the product [Cl:27][C:24]1[CH:25]=[CH:26][C:11]([NH:10][C:39]([C:37]2[CH:36]=[CH:35][C:34]3[O:28][CH2:29][CH2:30][CH2:31][O:32][C:33]=3[CH:38]=2)=[O:40])=[C:12]([C:13]([NH:15][CH2:16][CH:17]2[CH2:22][CH2:21][CH2:20][CH2:19][CH2:18]2)=[O:14])[CH:23]=1, predict the reactants needed to synthesize it. The reactants are: C(N(C(C)C)CC)(C)C.[NH2:10][C:11]1[CH:26]=[CH:25][C:24]([Cl:27])=[CH:23][C:12]=1[C:13]([NH:15][CH2:16][CH:17]1[CH2:22][CH2:21][CH2:20][CH2:19][CH2:18]1)=[O:14].[O:28]1[C:34]2[CH:35]=[CH:36][C:37]([C:39](Cl)=[O:40])=[CH:38][C:33]=2[O:32][CH2:31][CH2:30][CH2:29]1. (2) The reactants are: C([O:4][CH2:5][C@@H:6]([N:8]1[CH:17]=[CH:16][C:15]2[C:10](=[CH:11][CH:12]=[CH:13][C:14]=2[NH2:18])[C:9]1=[O:19])[CH3:7])(=O)C.C(Cl)Cl.[CH:23]1([CH2:30][C:31](O)=[O:32])[CH2:29][CH2:28][CH2:27][CH2:26][CH2:25][CH2:24]1.F[P-](F)(F)(F)(F)F.C[N+](C)=C(N(C)C)ON1C2N=CC=CC=2N=N1.C(N(CC)C(C)C)(C)C.CO.C(=O)([O-])[O-].[K+].[K+]. Given the product [CH:23]1([CH2:30][C:31]([NH:18][C:14]2[CH:13]=[CH:12][CH:11]=[C:10]3[C:15]=2[CH:16]=[CH:17][N:8]([C@@H:6]([CH3:7])[CH2:5][OH:4])[C:9]3=[O:19])=[O:32])[CH2:29][CH2:28][CH2:27][CH2:26][CH2:25][CH2:24]1, predict the reactants needed to synthesize it. (3) Given the product [OH:2][C:3]1[CH:4]=[N:5][C:6]2[C:11]([N:12]=1)=[CH:10][C:9]([C:13]([C:15]1[CH:16]=[CH:17][C:18]([NH:21][C:22](=[O:27])[C:23]([CH3:25])([CH3:24])[CH3:26])=[CH:19][CH:20]=1)=[O:14])=[CH:8][CH:7]=2, predict the reactants needed to synthesize it. The reactants are: C[O:2][C:3]1[CH:4]=[N:5][C:6]2[C:11]([N:12]=1)=[CH:10][C:9]([C:13]([C:15]1[CH:20]=[CH:19][C:18]([NH:21][C:22](=[O:27])[C:23]([CH3:26])([CH3:25])[CH3:24])=[CH:17][CH:16]=1)=[O:14])=[CH:8][CH:7]=2.Cl. (4) Given the product [Cl:11][C:10]1[C:3]2[C:2]([NH:12][CH2:13][CH2:14][C:15]3[CH:20]=[CH:19][C:18]([OH:21])=[C:17]([O:22][CH3:23])[CH:16]=3)=[N:7][CH:6]=[N:5][C:4]=2[S:8][CH:9]=1, predict the reactants needed to synthesize it. The reactants are: Cl[C:2]1[C:3]2[C:10]([Cl:11])=[CH:9][S:8][C:4]=2[N:5]=[CH:6][N:7]=1.[NH2:12][CH2:13][CH2:14][C:15]1[CH:20]=[CH:19][C:18]([OH:21])=[C:17]([O:22][CH3:23])[CH:16]=1.C(N(CC)CC)C. (5) Given the product [CH3:1][O:2][C:3]([C:5]1[S:6][C:7]([C:27]#[C:28][C:29]([CH3:31])([CH3:30])[CH3:32])=[CH:8][C:9]=1[N:10]([C:18]([CH:20]1[CH2:21][CH2:22][CH:23]([CH3:26])[CH2:24][CH2:25]1)=[O:19])[N:11]([CH3:33])[C:12](=[O:17])[C:13]([F:16])([F:14])[F:15])=[O:4], predict the reactants needed to synthesize it. The reactants are: [CH3:1][O:2][C:3]([C:5]1[S:6][C:7]([C:27]#[C:28][C:29]([CH3:32])([CH3:31])[CH3:30])=[CH:8][C:9]=1[N:10]([C:18]([CH:20]1[CH2:25][CH2:24][CH:23]([CH3:26])[CH2:22][CH2:21]1)=[O:19])[NH:11][C:12](=[O:17])[C:13]([F:16])([F:15])[F:14])=[O:4].[CH3:33]I. (6) Given the product [CH3:23][O:22][C:19]1[CH:20]=[CH:21][C:16]([CH2:15][C:14]([NH:13][C:9]2[S:10][CH:11]=[CH:12][C:8]=2[C:7]2[N:3]=[N:4][N:5]([CH3:25])[N:6]=2)=[O:24])=[CH:17][CH:18]=1, predict the reactants needed to synthesize it. The reactants are: IC.[N:3]1[NH:4][N:5]=[N:6][C:7]=1[C:8]1[CH:12]=[CH:11][S:10][C:9]=1[NH:13][C:14](=[O:24])[CH2:15][C:16]1[CH:21]=[CH:20][C:19]([O:22][CH3:23])=[CH:18][CH:17]=1.[C:25](=O)([O-])[O-].[K+].[K+].